Regression. Given two drug SMILES strings and cell line genomic features, predict the synergy score measuring deviation from expected non-interaction effect. From a dataset of NCI-60 drug combinations with 297,098 pairs across 59 cell lines. (1) Drug 1: C1CCC(C1)C(CC#N)N2C=C(C=N2)C3=C4C=CNC4=NC=N3. Drug 2: COC1=C2C(=CC3=C1OC=C3)C=CC(=O)O2. Cell line: OVCAR-5. Synergy scores: CSS=-4.83, Synergy_ZIP=2.12, Synergy_Bliss=-3.27, Synergy_Loewe=-7.63, Synergy_HSA=-7.52. (2) Drug 1: CC=C1C(=O)NC(C(=O)OC2CC(=O)NC(C(=O)NC(CSSCCC=C2)C(=O)N1)C(C)C)C(C)C. Drug 2: COCCOC1=C(C=C2C(=C1)C(=NC=N2)NC3=CC=CC(=C3)C#C)OCCOC.Cl. Cell line: 786-0. Synergy scores: CSS=33.8, Synergy_ZIP=-5.86, Synergy_Bliss=-3.07, Synergy_Loewe=-53.3, Synergy_HSA=-0.0204. (3) Drug 1: CN(CC1=CN=C2C(=N1)C(=NC(=N2)N)N)C3=CC=C(C=C3)C(=O)NC(CCC(=O)O)C(=O)O. Drug 2: CC1=C(C=C(C=C1)C(=O)NC2=CC(=CC(=C2)C(F)(F)F)N3C=C(N=C3)C)NC4=NC=CC(=N4)C5=CN=CC=C5. Cell line: CCRF-CEM. Synergy scores: CSS=23.2, Synergy_ZIP=-3.14, Synergy_Bliss=-1.54, Synergy_Loewe=-23.1, Synergy_HSA=-1.45. (4) Cell line: SK-MEL-2. Synergy scores: CSS=4.29, Synergy_ZIP=7.15, Synergy_Bliss=13.0, Synergy_Loewe=4.20, Synergy_HSA=6.84. Drug 2: COCCOC1=C(C=C2C(=C1)C(=NC=N2)NC3=CC=CC(=C3)C#C)OCCOC.Cl. Drug 1: C1CCC(C1)C(CC#N)N2C=C(C=N2)C3=C4C=CNC4=NC=N3. (5) Drug 1: CC1=C(C(=CC=C1)Cl)NC(=O)C2=CN=C(S2)NC3=CC(=NC(=N3)C)N4CCN(CC4)CCO. Drug 2: CC12CCC3C(C1CCC2OP(=O)(O)O)CCC4=C3C=CC(=C4)OC(=O)N(CCCl)CCCl.[Na+]. Cell line: PC-3. Synergy scores: CSS=11.7, Synergy_ZIP=-5.28, Synergy_Bliss=-3.82, Synergy_Loewe=-6.01, Synergy_HSA=-2.51. (6) Drug 1: C1=C(C(=O)NC(=O)N1)F. Drug 2: CC1C(C(=O)NC(C(=O)N2CCCC2C(=O)N(CC(=O)N(C(C(=O)O1)C(C)C)C)C)C(C)C)NC(=O)C3=C4C(=C(C=C3)C)OC5=C(C(=O)C(=C(C5=N4)C(=O)NC6C(OC(=O)C(N(C(=O)CN(C(=O)C7CCCN7C(=O)C(NC6=O)C(C)C)C)C)C(C)C)C)N)C. Cell line: CCRF-CEM. Synergy scores: CSS=19.2, Synergy_ZIP=-9.64, Synergy_Bliss=-19.2, Synergy_Loewe=-17.3, Synergy_HSA=-17.2. (7) Drug 1: C1=CC=C(C=C1)NC(=O)CCCCCCC(=O)NO. Drug 2: CNC(=O)C1=NC=CC(=C1)OC2=CC=C(C=C2)NC(=O)NC3=CC(=C(C=C3)Cl)C(F)(F)F. Cell line: UO-31. Synergy scores: CSS=13.0, Synergy_ZIP=-3.95, Synergy_Bliss=-0.359, Synergy_Loewe=-11.4, Synergy_HSA=0.418.